From a dataset of Catalyst prediction with 721,799 reactions and 888 catalyst types from USPTO. Predict which catalyst facilitates the given reaction. (1) Reactant: [O:1]1[CH2:3][CH:2]1[CH2:4][O:5][C:6]1[CH:7]=[C:8]([N:12]2[C:16]3[CH:17]=[CH:18][CH:19]=[CH:20][C:15]=3[C:14](=[N:21][C:22]3[CH:27]=[CH:26][CH:25]=[C:24]([C:28]([F:31])([F:30])[F:29])[CH:23]=3)[C:13]2=[O:32])[CH:9]=[CH:10][CH:11]=1.[CH2:33]([NH:35][CH2:36][CH3:37])[CH3:34]. Product: [CH2:33]([N:35]([CH2:36][CH3:37])[CH2:3][CH:2]([OH:1])[CH2:4][O:5][C:6]1[CH:7]=[C:8]([N:12]2[C:16]3[CH:17]=[CH:18][CH:19]=[CH:20][C:15]=3[C:14](=[N:21][C:22]3[CH:27]=[CH:26][CH:25]=[C:24]([C:28]([F:29])([F:31])[F:30])[CH:23]=3)[C:13]2=[O:32])[CH:9]=[CH:10][CH:11]=1)[CH3:34]. The catalyst class is: 14. (2) Reactant: [O:1]([C:8]1[CH:13]=[CH:12][C:11]([NH:14][C:15]([N:17]2[CH2:22][CH2:21][N:20]([C:23]3[C:32]4[C:27](=[CH:28][C:29]([NH:36][CH2:37][CH3:38])=[C:30]([N+:33]([O-])=O)[CH:31]=4)[N:26]=[CH:25][N:24]=3)[CH2:19][CH2:18]2)=[O:16])=[CH:10][CH:9]=1)[C:2]1[CH:7]=[CH:6][CH:5]=[CH:4][CH:3]=1.[H][H].[C:41](N1C=CN=C1)(N1C=CN=C1)=[O:42].O. Product: [CH2:37]([N:36]1[C:29]2[C:30](=[CH:31][C:32]3[C:23]([N:20]4[CH2:21][CH2:22][N:17]([C:15]([NH:14][C:11]5[CH:12]=[CH:13][C:8]([O:1][C:2]6[CH:7]=[CH:6][CH:5]=[CH:4][CH:3]=6)=[CH:9][CH:10]=5)=[O:16])[CH2:18][CH2:19]4)=[N:24][CH:25]=[N:26][C:27]=3[CH:28]=2)[NH:33][C:41]1=[O:42])[CH3:38]. The catalyst class is: 178.